The task is: Predict the reaction yield, written as a fraction of the theoretical maximum amount of product (1.0 means a 100% yield; for example, 0.34 means a 34% yield).. This data is from Reaction yield outcomes from USPTO patents with 853,638 reactions. (1) The reactants are Cl[C:2]1[C:3](=[O:15])[N:4](C2CCCCO2)[N:5]=[CH:6][C:7]=1Cl.[N:16]1([C:22]2[CH:27]=[CH:26][CH:25]=[CH:24][C:23]=2[OH:28])[CH2:21][CH2:20][O:19][CH2:18][CH2:17]1.C[O:30][C:31](=[O:40])[CH:32](Br)[CH2:33][CH:34]1[CH2:38][CH2:37][CH2:36][CH2:35]1. No catalyst specified. The product is [CH:34]1([CH2:33][CH:32]([N:4]2[C:3](=[O:15])[CH:2]=[C:7]([O:28][C:23]3[CH:24]=[CH:25][CH:26]=[CH:27][C:22]=3[N:16]3[CH2:17][CH2:18][O:19][CH2:20][CH2:21]3)[CH:6]=[N:5]2)[C:31]([OH:30])=[O:40])[CH2:38][CH2:37][CH2:36][CH2:35]1. The yield is 0.640. (2) The product is [Br:1][C:2]1[CH:7]=[CH:6][N:5]=[C:4]([NH:8][C:24](=[O:25])[O:23][C:19]([CH3:22])([CH3:21])[CH3:20])[CH:3]=1. The catalyst is O1CCCC1. The yield is 0.920. The reactants are [Br:1][C:2]1[CH:7]=[CH:6][N:5]=[C:4]([NH2:8])[CH:3]=1.C[Si]([N-][Si](C)(C)C)(C)C.[Na+].[C:19]([O:23][C:24](O[C:24]([O:23][C:19]([CH3:22])([CH3:21])[CH3:20])=[O:25])=[O:25])([CH3:22])([CH3:21])[CH3:20]. (3) The reactants are [CH3:1][O:2][C:3]1[CH:8]=[CH:7][C:6]([C:9]2[S:13][C:12]([C:14](O)=[O:15])=[C:11]([NH:17][C:18]([NH:20][C:21]3[C:26]([CH3:27])=[CH:25][C:24]([CH3:28])=[CH:23][C:22]=3[CH3:29])=[O:19])[CH:10]=2)=[CH:5][CH:4]=1.CN(C(ON1N=NC2C=CC=NC1=2)=[N+](C)C)C.F[P-](F)(F)(F)(F)F.CCN(C(C)C)C(C)C.[NH2:63][C:64]1([C:70]([O:72][CH3:73])=[O:71])[CH2:69][CH2:68][CH2:67][CH2:66][CH2:65]1. The catalyst is CN(C=O)C. The product is [CH3:1][O:2][C:3]1[CH:4]=[CH:5][C:6]([C:9]2[S:13][C:12]([C:14]([NH:63][C:64]3([C:70]([O:72][CH3:73])=[O:71])[CH2:69][CH2:68][CH2:67][CH2:66][CH2:65]3)=[O:15])=[C:11]([NH:17][C:18]([NH:20][C:21]3[C:22]([CH3:29])=[CH:23][C:24]([CH3:28])=[CH:25][C:26]=3[CH3:27])=[O:19])[CH:10]=2)=[CH:7][CH:8]=1. The yield is 0.700. (4) The reactants are [CH3:1][O:2][C:3]([NH:5][C@H:6]([C:10]([N:12]1[C@@H:16]([CH3:17])[CH2:15][CH2:14][C@H:13]1[C:18]1[NH:22][C:21]2[C:23]3[C:28]([CH:29]=[CH:30][C:20]=2[N:19]=1)=[CH:27][C:26]1[C:31]2[C:36]([CH2:37][O:38][C:25]=1[CH:24]=3)=[CH:35][C:34]([C:39]1[NH:43][C:42]([C@@H:44]3[CH2:48][C@H:47]([CH2:49][O:50][CH3:51])[CH2:46][N:45]3C(OC(C)(C)C)=O)=[N:41][CH:40]=1)=[CH:33][CH:32]=2)=[O:11])[CH:7]([CH3:9])[CH3:8])=[O:4].[CH3:59][O:60][C@H:61]([CH3:71])[C@H:62]([NH:66][C:67]([O:69][CH3:70])=[O:68])[C:63]([OH:65])=O.CN(C(ON1N=NC2C=CC=NC1=2)=[N+](C)C)C.F[P-](F)(F)(F)(F)F.CN1CCOCC1. The catalyst is Cl.CCO.CN(C=O)C. The product is [CH3:59][O:60][C@@H:61]([CH3:71])[C@H:62]([NH:66][C:67]([O:69][CH3:70])=[O:68])[C:63]([N:45]1[CH2:46][C@@H:47]([CH2:49][O:50][CH3:51])[CH2:48][C@H:44]1[C:42]1[NH:43][C:39]([C:34]2[CH:35]=[C:36]3[CH2:37][O:38][C:25]4[CH:24]=[C:23]5[C:28]([CH:29]=[CH:30][C:20]6[N:19]=[C:18]([C@@H:13]7[CH2:14][CH2:15][C@H:16]([CH3:17])[N:12]7[C:10](=[O:11])[C@@H:6]([NH:5][C:3](=[O:4])[O:2][CH3:1])[CH:7]([CH3:9])[CH3:8])[NH:22][C:21]=65)=[CH:27][C:26]=4[C:31]3=[CH:32][CH:33]=2)=[CH:40][N:41]=1)=[O:65]. The yield is 0.590. (5) The yield is 0.970. The product is [CH2:1]([N:8]1[CH2:18][C:19]2([CH2:24][CH2:23][NH:22][CH2:21][CH2:20]2)[O:17][CH:10]([C:11]2[CH:16]=[CH:15][CH:14]=[CH:13][CH:12]=2)[CH2:9]1)[C:2]1[CH:3]=[CH:4][CH:5]=[CH:6][CH:7]=1. The catalyst is Br. The reactants are [CH2:1]([N:8]([CH2:18][C:19]1(O)[CH2:24][CH2:23][N:22](C(OC(C)(C)C)=O)[CH2:21][CH2:20]1)[CH2:9][CH:10]([OH:17])[C:11]1[CH:16]=[CH:15][CH:14]=[CH:13][CH:12]=1)[C:2]1[CH:7]=[CH:6][CH:5]=[CH:4][CH:3]=1. (6) The reactants are [CH:1]1([CH:4]2[CH2:9][NH:8][C:7](=O)[CH2:6][S:5]2)[CH2:3][CH2:2]1.[H-].[H-].[H-].[H-].[Li+].[Al+3].[O-]S([O-])(=O)=O.[Na+].[Na+]. The catalyst is C1COCC1. The product is [CH:1]1([CH:4]2[S:5][CH2:6][CH2:7][NH:8][CH2:9]2)[CH2:3][CH2:2]1. The yield is 0.750.